From a dataset of Reaction yield outcomes from USPTO patents with 853,638 reactions. Predict the reaction yield, written as a fraction of the theoretical maximum amount of product (1.0 means a 100% yield; for example, 0.34 means a 34% yield). (1) The reactants are [CH2:1]([O:8][C:9]1[C:14]([CH2:15][N:16]2[CH2:25][CH2:24][C:23]3[C:18](=[C:19]([Cl:28])[C:20](Br)=[CH:21][C:22]=3[Cl:26])[C:17]2=[O:29])=[C:13]([O:30][CH:31]([F:33])[F:32])[CH:12]=[C:11]([CH3:34])[N:10]=1)[C:2]1[CH:7]=[CH:6][CH:5]=[CH:4][CH:3]=1.[Si]([O:42][C:43]([O:45][CH3:46])=[CH2:44])(C(C)(C)C)(C)C.[F-].[Li+]. The catalyst is CN(C)C=O.CC(C)([P](C(C)(C)C)([Pd][P](C(C)(C)C)(C(C)(C)C)C(C)(C)C)C(C)(C)C)C. The product is [CH2:1]([O:8][C:9]1[C:14]([CH2:15][N:16]2[CH2:25][CH2:24][C:23]3[C:18](=[C:19]([Cl:28])[C:20]([CH2:44][C:43]([O:45][CH3:46])=[O:42])=[CH:21][C:22]=3[Cl:26])[C:17]2=[O:29])=[C:13]([O:30][CH:31]([F:33])[F:32])[CH:12]=[C:11]([CH3:34])[N:10]=1)[C:2]1[CH:7]=[CH:6][CH:5]=[CH:4][CH:3]=1. The yield is 0.354. (2) The reactants are [OH:1][C:2]1[C:3](=[O:13])[C:4]2[C:9]([C:10](=[O:12])[CH:11]=1)=[CH:8][CH:7]=[CH:6][CH:5]=2. The catalyst is C1C=CC=CC=1.[Ag]. The product is [OH:1][CH2:2][CH2:11][CH2:10][CH2:9][CH2:8][CH2:7][O:12][C:10]1[C:9]2[C:4](=[CH:5][CH:6]=[CH:7][CH:8]=2)[C:3](=[O:13])[C:2](=[O:1])[CH:11]=1. The yield is 0.500. (3) The reactants are [CH2:1]([NH:5][C:6]1[N:7]=[CH:8][C:9]2[NH:14][CH:13]=[CH:12][C:10]=2[N:11]=1)[CH2:2][CH2:3][CH3:4].[O-]P([O-])([O-])=O.[K+].[K+].[K+].[F:23][C:24]1[CH:29]=[CH:28][C:27](I)=[CH:26][CH:25]=1.CNC1CCCCC1NC. The catalyst is [Cu]I.CN(C=O)C. The product is [CH2:1]([NH:5][C:6]1[N:7]=[CH:8][C:9]2[N:14]([C:27]3[CH:28]=[CH:29][C:24]([F:23])=[CH:25][CH:26]=3)[CH:13]=[CH:12][C:10]=2[N:11]=1)[CH2:2][CH2:3][CH3:4]. The yield is 0.990. (4) The reactants are [S:1]1[C:9]2[CH2:8][CH2:7][N:6]([C:10]([O:12][C:13]([CH3:16])([CH3:15])[CH3:14])=[O:11])[CH2:5][C:4]=2[CH:3]=[C:2]1[C:17](OCC)=[O:18].[H-].[H-].[H-].[H-].[Li+].[Al+3]. No catalyst specified. The product is [OH:18][CH2:17][C:2]1[S:1][C:9]2[CH2:8][CH2:7][N:6]([C:10]([O:12][C:13]([CH3:16])([CH3:15])[CH3:14])=[O:11])[CH2:5][C:4]=2[CH:3]=1. The yield is 0.920. (5) The reactants are [OH:1][C@@H:2]1[C@@H:15]([NH:16][CH2:17][CH2:18][C:19]2[CH:24]=[CH:23][CH:22]=[CH:21][CH:20]=2)[C:14]2[CH:13]=[C:12]3[C:7]([N:8]([CH3:26])[C:9](=[O:25])[CH2:10][O:11]3)=[CH:6][C:5]=2[O:4][C:3]1([CH3:28])[CH3:27].[ClH:29].C=C. The catalyst is CCOCC. The product is [ClH:29].[OH:1][C@@H:2]1[C@@H:15]([NH:16][CH2:17][CH2:18][C:19]2[CH:20]=[CH:21][CH:22]=[CH:23][CH:24]=2)[C:14]2[CH:13]=[C:12]3[C:7]([N:8]([CH3:26])[C:9](=[O:25])[CH2:10][O:11]3)=[CH:6][C:5]=2[O:4][C:3]1([CH3:28])[CH3:27]. The yield is 0.930. (6) The reactants are [Br:1][C:2]1[CH:7]=[C:6]([NH:8][CH3:9])[C:5]([NH2:10])=[CH:4][CH:3]=1.[C:11]1(C)C=CC(S(O)(=O)=O)=CC=1. The catalyst is C(OC)(OC)OC. The product is [Br:1][C:2]1[CH:3]=[CH:4][C:5]2[N:10]=[CH:9][N:8]([CH3:11])[C:6]=2[CH:7]=1. The yield is 0.930. (7) The reactants are [Cl:1][C:2]1[CH:7]=[CH:6][C:5]([O:8][C:9]2[CH:14]=[CH:13]C(CCNC)=[CH:11][CH:10]=2)=[CH:4][C:3]=1[C:19]([F:22])([F:21])[F:20].[CH3:23]CN(C(C)C)C(C)C.[N:32]1([C:37](=[NH:39])[NH2:38])[CH:36]=[CH:35][CH:34]=N1. The catalyst is CN(C=O)C. The product is [Cl:1][C:2]1[CH:7]=[CH:6][C:5]([O:8][C:9]2[CH:14]=[CH:13][C:34]([CH2:35][CH2:36][N:32]([CH3:23])[C:37]([NH2:38])=[NH:39])=[CH:11][CH:10]=2)=[CH:4][C:3]=1[C:19]([F:20])([F:21])[F:22]. The yield is 0.930.